Dataset: Forward reaction prediction with 1.9M reactions from USPTO patents (1976-2016). Task: Predict the product of the given reaction. (1) Given the reactants [Br:1][C:2]1[CH:3]=[C:4]([C:7](=O)[CH:8]([CH3:10])[CH3:9])[S:5][CH:6]=1.O.NN.Cl, predict the reaction product. The product is: [Br:1][C:2]1[CH:3]=[C:4]([CH2:7][CH:8]([CH3:10])[CH3:9])[S:5][CH:6]=1. (2) Given the reactants C[O:2][C:3]([CH2:5][CH2:6][CH2:7][CH2:8][C@H:9]1[C@@H:17]2[C@@H:12]([NH:13][C:14]([NH:16]2)=[O:15])[CH2:11][S:10]1)=[O:4].OS(O)(=O)=O.[OH-].[Na+], predict the reaction product. The product is: [OH:4][C:3]([CH2:5][CH2:6][CH2:7][CH2:8][C@H:9]1[C@@H:17]2[C@@H:12]([NH:13][C:14]([NH:16]2)=[O:15])[CH2:11][S:10]1)=[O:2]. (3) Given the reactants [CH3:1][C:2]1([CH3:16])[C:6]([CH3:8])([CH3:7])[O:5][B:4]([C:9]2[CH:14]=[CH:13][C:12]([OH:15])=[CH:11][CH:10]=2)[O:3]1.Br[CH2:18][CH2:19][CH2:20][NH:21][C:22](=[O:28])[O:23][C:24]([CH3:27])([CH3:26])[CH3:25], predict the reaction product. The product is: [CH3:8][C:6]1([CH3:7])[C:2]([CH3:16])([CH3:1])[O:3][B:4]([C:9]2[CH:14]=[CH:13][C:12]([O:15][CH2:18][CH2:19][CH2:20][NH:21][C:22](=[O:28])[O:23][C:24]([CH3:27])([CH3:26])[CH3:25])=[CH:11][CH:10]=2)[O:5]1. (4) Given the reactants FC(F)(F)C(O)=O.[Cl:8][C:9]1[C:10]([F:37])=[C:11]([CH:15]2[C:19]([C:22]3[CH:27]=[CH:26][C:25]([Cl:28])=[CH:24][CH:23]=3)([C:20]#[N:21])[CH:18]([CH2:29][C:30]([CH3:33])([CH3:32])[CH3:31])[NH:17][CH:16]2[C:34]([OH:36])=O)[CH:12]=[CH:13][CH:14]=1.[CH:38]1([CH2:41][O:42][NH2:43])[CH2:40][CH2:39]1.CN(C(ON1N=NC2C=CC=NC1=2)=[N+](C)C)C.F[P-](F)(F)(F)(F)F.CCN(C(C)C)C(C)C, predict the reaction product. The product is: [CH:38]1([CH2:41][O:42][NH:43][C:34]([CH:16]2[CH:15]([C:11]3[CH:12]=[CH:13][CH:14]=[C:9]([Cl:8])[C:10]=3[F:37])[C:19]([C:22]3[CH:27]=[CH:26][C:25]([Cl:28])=[CH:24][CH:23]=3)([C:20]#[N:21])[CH:18]([CH2:29][C:30]([CH3:33])([CH3:32])[CH3:31])[NH:17]2)=[O:36])[CH2:40][CH2:39]1. (5) Given the reactants Cl[C:2]1[CH:7]=[C:6]([N:8]2[CH2:13][CH2:12][N:11]([CH3:14])[CH2:10][CH2:9]2)[N:5]=[C:4]([NH2:15])[N:3]=1.[F:16][C:17]1[CH:18]=[C:19]2[C:24](=[CH:25][C:26]=1B1OC(C)(C)C(C)(C)O1)[CH2:23][N:22]([C:36]([O:38][C:39]([CH3:42])([CH3:41])[CH3:40])=[O:37])[CH2:21][CH2:20]2.ClCCl.C(=O)([O-])[O-].[K+].[K+], predict the reaction product. The product is: [NH2:15][C:4]1[N:3]=[C:2]([C:26]2[CH:25]=[C:24]3[C:19]([CH2:20][CH2:21][N:22]([C:36]([O:38][C:39]([CH3:41])([CH3:40])[CH3:42])=[O:37])[CH2:23]3)=[CH:18][C:17]=2[F:16])[CH:7]=[C:6]([N:8]2[CH2:13][CH2:12][N:11]([CH3:14])[CH2:10][CH2:9]2)[N:5]=1. (6) Given the reactants [F:1][C:2]1[CH:7]=[CH:6][CH:5]=[C:4]([F:8])[C:3]=1[C:9]1[N:14]=[C:13]([C:15]([NH:17][C:18]2[C:19]([N:28]3[CH2:33][CH2:32][CH2:31][C@H:30]([NH:34]C(=O)OC(C)(C)C)[CH2:29]3)=[C:20]3[CH2:26][CH2:25][C:24](=[O:27])[C:21]3=[N:22][CH:23]=2)=[O:16])[CH:12]=[CH:11][C:10]=1[F:42].C(O)(C(F)(F)F)=O, predict the reaction product. The product is: [NH2:34][C@H:30]1[CH2:31][CH2:32][CH2:33][N:28]([C:19]2[C:18]([NH:17][C:15]([C:13]3[CH:12]=[CH:11][C:10]([F:42])=[C:9]([C:3]4[C:2]([F:1])=[CH:7][CH:6]=[CH:5][C:4]=4[F:8])[N:14]=3)=[O:16])=[CH:23][N:22]=[C:21]3[C:24](=[O:27])[CH2:25][CH2:26][C:20]=23)[CH2:29]1. (7) Given the reactants [CH3:1][O:2][C:3]1[CH:8]=[CH:7][C:6]([C:9]#[C:10][C:11]2[CH:12]=[N:13][CH:14]=[CH:15][C:16]=2[CH:17]=[N:18][OH:19])=[CH:5][CH:4]=1.C(=O)([O-])[O-].[K+].[K+].O, predict the reaction product. The product is: [CH3:1][O:2][C:3]1[CH:8]=[CH:7][C:6]([C:9]2[N+:18]([O-:19])=[CH:17][C:16]3[C:11]([CH:10]=2)=[CH:12][N:13]=[CH:14][CH:15]=3)=[CH:5][CH:4]=1. (8) Given the reactants [CH3:1][S:2](Cl)(=[O:4])=[O:3].[NH2:6][C:7]1[CH:8]=[C:9]([CH:15]=[CH:16][C:17]=1[N:18]1[CH2:23][CH2:22][CH2:21][CH2:20][CH:19]1[CH3:24])[C:10]([O:12]CC)=[O:11].[OH-].[Li+].O, predict the reaction product. The product is: [CH3:24][CH:19]1[CH2:20][CH2:21][CH2:22][CH2:23][N:18]1[C:17]1[CH:16]=[CH:15][C:9]([C:10]([OH:12])=[O:11])=[CH:8][C:7]=1[NH:6][S:2]([CH3:1])(=[O:4])=[O:3]. (9) Given the reactants [Cl-].[NH3:2].C[Al](C)C.C[O:8][C:9]([C:11]1[C:12]([C:29]2[CH:34]=[C:33]([CH3:35])[C:32]([OH:36])=[C:31]([CH3:37])[CH:30]=2)=[C:13]([CH3:28])[N:14]2[CH2:23][CH2:22][C:21]3[C:16](=[CH:17][C:18]([O:26][CH3:27])=[C:19]([O:24][CH3:25])[CH:20]=3)[C:15]=12)=O.[OH-].[Na+], predict the reaction product. The product is: [OH:36][C:32]1[C:31]([CH3:37])=[CH:30][C:29]([C:12]2[C:11]([C:9]([NH2:2])=[O:8])=[C:15]3[C:16]4[C:21](=[CH:20][C:19]([O:24][CH3:25])=[C:18]([O:26][CH3:27])[CH:17]=4)[CH2:22][CH2:23][N:14]3[C:13]=2[CH3:28])=[CH:34][C:33]=1[CH3:35].